Task: Predict which catalyst facilitates the given reaction.. Dataset: Catalyst prediction with 721,799 reactions and 888 catalyst types from USPTO Reactant: CC(OI1(OC(C)=O)(OC(C)=O)OC(=O)C2C=CC=CC1=2)=O.[CH3:23][O:24][C:25](=[O:44])[CH2:26][CH2:27][CH2:28][CH2:29][CH2:30][CH2:31][C:32](=[O:43])[NH:33][CH2:34][CH:35]([OH:42])[C:36]1[CH:41]=[CH:40][CH:39]=[CH:38][CH:37]=1. Product: [CH3:23][O:24][C:25](=[O:44])[CH2:26][CH2:27][CH2:28][CH2:29][CH2:30][CH2:31][C:32](=[O:43])[NH:33][CH2:34][C:35](=[O:42])[C:36]1[CH:41]=[CH:40][CH:39]=[CH:38][CH:37]=1. The catalyst class is: 2.